This data is from TCR-epitope binding with 47,182 pairs between 192 epitopes and 23,139 TCRs. The task is: Binary Classification. Given a T-cell receptor sequence (or CDR3 region) and an epitope sequence, predict whether binding occurs between them. The epitope is ITEEVGHTDLMAAY. The TCR CDR3 sequence is CASSHPGRQLTDTQYF. Result: 1 (the TCR binds to the epitope).